This data is from Forward reaction prediction with 1.9M reactions from USPTO patents (1976-2016). The task is: Predict the product of the given reaction. Given the reactants [H-].[Na+].[NH2:3][C:4]1[N:8]([C:9]2[CH:14]=[CH:13][CH:12]=[CH:11][C:10]=2F)[N:7]=[C:6]([C:16]([O:18]CC)=[O:17])[CH:5]=1.[OH-:21].[Na+], predict the reaction product. The product is: [C:9]1([N:8]2[C:4]([NH:3][C:4]([NH:8][C:9]3[CH:14]=[CH:13][CH:12]=[CH:11][CH:10]=3)=[O:21])=[CH:5][C:6]([C:16]([OH:18])=[O:17])=[N:7]2)[CH:10]=[CH:11][CH:12]=[CH:13][CH:14]=1.